From a dataset of NCI-60 drug combinations with 297,098 pairs across 59 cell lines. Regression. Given two drug SMILES strings and cell line genomic features, predict the synergy score measuring deviation from expected non-interaction effect. (1) Drug 1: CCC(=C(C1=CC=CC=C1)C2=CC=C(C=C2)OCCN(C)C)C3=CC=CC=C3.C(C(=O)O)C(CC(=O)O)(C(=O)O)O. Drug 2: C(=O)(N)NO. Cell line: MDA-MB-231. Synergy scores: CSS=2.59, Synergy_ZIP=-2.45, Synergy_Bliss=-2.34, Synergy_Loewe=-1.73, Synergy_HSA=-1.06. (2) Drug 1: C1=NC(=NC(=O)N1C2C(C(C(O2)CO)O)O)N. Drug 2: C(CCl)NC(=O)N(CCCl)N=O. Cell line: HCT-15. Synergy scores: CSS=31.0, Synergy_ZIP=0.115, Synergy_Bliss=6.00, Synergy_Loewe=4.03, Synergy_HSA=3.84. (3) Synergy scores: CSS=15.5, Synergy_ZIP=-2.31, Synergy_Bliss=1.41, Synergy_Loewe=-0.786, Synergy_HSA=0.354. Drug 2: C1=NC2=C(N=C(N=C2N1C3C(C(C(O3)CO)O)O)F)N. Cell line: SF-268. Drug 1: CC(CN1CC(=O)NC(=O)C1)N2CC(=O)NC(=O)C2.